From a dataset of Cav3 T-type calcium channel HTS with 100,875 compounds. Binary Classification. Given a drug SMILES string, predict its activity (active/inactive) in a high-throughput screening assay against a specified biological target. The drug is O1C(OCCCCO)CC(C(C)(C)C)C=C1C(O)=O. The result is 0 (inactive).